Dataset: Full USPTO retrosynthesis dataset with 1.9M reactions from patents (1976-2016). Task: Predict the reactants needed to synthesize the given product. (1) Given the product [Cl:1][C:2]1[CH:3]=[C:4]2[C:9](=[CH:10][C:11]=1[O:12][C:13]1[CH:18]=[CH:17][C:16]([C:19](=[O:31])[NH:20][CH2:21][CH:22]([C:24]3[CH:25]=[CH:26][C:27]([Cl:30])=[CH:28][CH:29]=3)[OH:23])=[CH:15][CH:14]=1)[O:8][CH2:7][CH2:6][CH:5]2[C:32]([OH:34])=[O:33], predict the reactants needed to synthesize it. The reactants are: [Cl:1][C:2]1[CH:3]=[C:4]2[C:9](=[CH:10][C:11]=1[O:12][C:13]1[CH:18]=[CH:17][C:16]([C:19](=[O:31])[NH:20][CH2:21][CH:22]([C:24]3[CH:29]=[CH:28][C:27]([Cl:30])=[CH:26][CH:25]=3)[OH:23])=[CH:15][CH:14]=1)[O:8][CH2:7][CH2:6][CH:5]2[C:32]([O:34]CC)=[O:33].[OH-].[Na+]. (2) Given the product [C:1]([O:5][C:6](=[O:16])[CH:7]([NH:15][CH2:23][C:19]1[S:20][CH:21]=[CH:22][C:18]=1[Br:17])[CH2:8][C:9]1[CH:14]=[CH:13][CH:12]=[CH:11][CH:10]=1)([CH3:4])([CH3:2])[CH3:3], predict the reactants needed to synthesize it. The reactants are: [C:1]([O:5][C:6](=[O:16])[CH:7]([NH2:15])[CH2:8][C:9]1[CH:14]=[CH:13][CH:12]=[CH:11][CH:10]=1)([CH3:4])([CH3:3])[CH3:2].[Br:17][C:18]1[CH:22]=[CH:21][S:20][C:19]=1[CH:23]=O.C([BH3-])#N.[Na+].C(=O)(O)[O-].[Na+]. (3) Given the product [CH3:10][C:9]1[C:5]([C:3]([NH:19][C:18]([NH2:20])=[NH:17])=[O:4])=[CH:6][N:7]([C:11]2[N:16]=[CH:15][CH:14]=[CH:13][N:12]=2)[CH:8]=1, predict the reactants needed to synthesize it. The reactants are: CO[C:3]([C:5]1[C:9]([CH3:10])=[CH:8][N:7]([C:11]2[N:16]=[CH:15][CH:14]=[CH:13][N:12]=2)[CH:6]=1)=[O:4].[NH2:17][C:18]([NH2:20])=[NH:19]. (4) The reactants are: [OH-].[Li+].C([N:6]1[C:15]2[C:10](=[CH:11][CH:12]=[C:13]([NH:20][S:21]([C:24]3[CH:29]=[CH:28][C:27]([F:30])=[CH:26][C:25]=3/[CH:31]=[CH:32]\[CH2:33][N:34]([CH2:37][CH3:38])[CH2:35][CH3:36])(=[O:23])=[O:22])[C:14]=2[C:16]([O:18]C)=[O:17])[C@H:9]2[CH2:39][CH2:40][O:41][C@H:8]2[CH2:7]1)(=O)C. Given the product [CH2:37]([N:34]([CH2:35][CH3:36])[CH2:33]/[CH:32]=[CH:31]\[C:25]1[CH:26]=[C:27]([F:30])[CH:28]=[CH:29][C:24]=1[S:21]([NH:20][C:13]1[C:14]([C:16]([OH:18])=[O:17])=[C:15]2[C:10]([C@H:9]3[CH2:39][CH2:40][O:41][C@H:8]3[CH2:7][NH:6]2)=[CH:11][CH:12]=1)(=[O:23])=[O:22])[CH3:38], predict the reactants needed to synthesize it. (5) Given the product [C:13]1([NH:12][C:4](=[O:5])[CH:3]=[C:2]([CH3:7])[CH3:1])[CH:18]=[CH:17][CH:16]=[CH:15][CH:14]=1, predict the reactants needed to synthesize it. The reactants are: [CH3:1][C:2]([CH3:7])=[CH:3][C:4](O)=[O:5].O=S(Cl)Cl.[NH2:12][C:13]1[CH:18]=[CH:17][CH:16]=[CH:15][CH:14]=1.CCN(CC)CC. (6) Given the product [Cl:1][C:2]1[C:3]([CH:14]=[O:15])=[CH:4][N:5]([S:39]([C:37]2[CH:36]=[N:35][N:34]([CH3:33])[CH:38]=2)(=[O:41])=[O:40])[C:6]=1[C:7]1[C:8]([F:13])=[N:9][CH:10]=[CH:11][CH:12]=1, predict the reactants needed to synthesize it. The reactants are: [Cl:1][C:2]1[C:3]([CH:14]=[O:15])=[CH:4][NH:5][C:6]=1[C:7]1[C:8]([F:13])=[N:9][CH:10]=[CH:11][CH:12]=1.[H-].[Na+].C1OCCOCCOCCOCCOC1.[CH3:33][N:34]1[CH:38]=[C:37]([S:39](Cl)(=[O:41])=[O:40])[CH:36]=[N:35]1. (7) Given the product [CH3:1][C:2]1[CH:22]=[CH:21][C:5]([CH2:6][CH2:7][C:8]2[S:9][CH:10]=[CH:11][C:12]=2[S:13]([Cl:27])(=[O:15])=[O:14])=[CH:4][CH:3]=1, predict the reactants needed to synthesize it. The reactants are: [CH3:1][C:2]1[CH:22]=[CH:21][C:5]([CH2:6][CH2:7][C:8]2[S:9][CH:10]=[CH:11][C:12]=2[S:13](N2C=CC=C2)(=[O:15])=[O:14])=[CH:4][CH:3]=1.[K].S(Cl)([Cl:27])(=O)=O. (8) Given the product [Br:1][C:2]1[CH:3]=[C:4]([C:12]([F:13])([F:14])[F:15])[C:5]([O:10][CH3:11])=[C:6]([CH:16]([O:20][CH2:21][CH3:22])[O:23][CH2:24][CH3:25])[CH:9]=1, predict the reactants needed to synthesize it. The reactants are: [Br:1][C:2]1[CH:3]=[C:4]([C:12]([F:15])([F:14])[F:13])[C:5]([O:10][CH3:11])=[C:6]([CH:9]=1)C=O.[CH:16]([O:23][CH2:24][CH3:25])([O:20][CH2:21][CH3:22])OCC. (9) Given the product [CH:64]1[C:63]2[CH:62]([CH2:61][O:60][C:58]([NH:48][C@@H:49]([CH2:50][CH2:51][CH2:52][CH2:53][NH:54][C:9](=[O:11])[C@@H:8]([NH:7][C:5]([O:4][CH2:1][CH:2]=[CH2:3])=[O:6])[CH2:12][S:13][S:14][C:15]([CH3:18])([CH3:17])[CH3:16])[C:55]([OH:57])=[O:56])=[O:59])[C:74]3[C:69](=[CH:70][CH:71]=[CH:72][CH:73]=3)[C:68]=2[CH:67]=[CH:66][CH:65]=1, predict the reactants needed to synthesize it. The reactants are: [CH2:1]([O:4][C:5]([NH:7][C@@H:8]([CH2:12][S:13][S:14][C:15]([CH3:18])([CH3:17])[CH3:16])[C:9]([OH:11])=O)=[O:6])[CH:2]=[CH2:3].ON1C(=O)CCC1=O.Cl.CN(C)CCCN=C=NCC.C(N(CC)C(C)C)(C)C.[NH:48]([C:58]([O:60][CH2:61][CH:62]1[C:74]2[C:69](=[CH:70][CH:71]=[CH:72][CH:73]=2)[C:68]2[C:63]1=[CH:64][CH:65]=[CH:66][CH:67]=2)=[O:59])[C@H:49]([C:55]([OH:57])=[O:56])[CH2:50][CH2:51][CH2:52][CH2:53][NH2:54].Cl. (10) Given the product [Si:27]([O:26][C@@H:23]1[CH2:24][CH2:25][N:21]([C:18]2[N:17]=[CH:16][C:15]([N:12]3[CH:13]=[CH:14][C:9]([OH:8])=[CH:10][C:11]3=[O:34])=[CH:20][CH:19]=2)[CH2:22]1)([C:30]([CH3:33])([CH3:31])[CH3:32])([CH3:28])[CH3:29], predict the reactants needed to synthesize it. The reactants are: C([O:8][C:9]1[CH:14]=[CH:13][N:12]([C:15]2[CH:16]=[N:17][C:18]([N:21]3[CH2:25][CH2:24][C@@H:23]([O:26][Si:27]([C:30]([CH3:33])([CH3:32])[CH3:31])([CH3:29])[CH3:28])[CH2:22]3)=[CH:19][CH:20]=2)[C:11](=[O:34])[CH:10]=1)C1C=CC=CC=1.